This data is from Full USPTO retrosynthesis dataset with 1.9M reactions from patents (1976-2016). The task is: Predict the reactants needed to synthesize the given product. (1) Given the product [F:15][C:16]1[CH:21]=[CH:20][C:19]([F:22])=[CH:18][C:17]=1[CH2:23][C:24]([N:26]1[C:34]2[C:29](=[CH:30][C:31]([C:2]3[C:10]4[C:9]([NH2:11])=[N:8][CH:7]=[N:6][C:5]=4[N:4]([CH:12]([CH3:14])[CH3:13])[CH:3]=3)=[CH:32][CH:33]=2)[CH2:28][CH2:27]1)=[O:25], predict the reactants needed to synthesize it. The reactants are: Br[C:2]1[C:10]2[C:9]([NH2:11])=[N:8][CH:7]=[N:6][C:5]=2[N:4]([CH:12]([CH3:14])[CH3:13])[CH:3]=1.[F:15][C:16]1[CH:21]=[CH:20][C:19]([F:22])=[CH:18][C:17]=1[CH2:23][C:24]([N:26]1[C:34]2[C:29](=[CH:30][C:31](B3OC(C)(C)C(C)(C)O3)=[CH:32][CH:33]=2)[CH2:28][CH2:27]1)=[O:25].C([O-])(O)=O.[Na+]. (2) Given the product [CH3:1][C@H:2]1[CH2:7][C@@H:6]([C:8]([O:10][CH3:11])=[O:9])[CH2:5][CH2:4][NH:3]1, predict the reactants needed to synthesize it. The reactants are: [CH3:1][C@H:2]1[CH2:7][C@@H:6]([C:8]([O:10][CH3:11])=[O:9])[CH2:5][CH2:4][N:3]1C(OCC1C=CC=CC=1)=O. (3) Given the product [CH2:28]([S:29]([NH:32][C:17]([CH:15]1[CH2:14][N:13]([C:9]2[C:8]([O:20][CH3:21])=[CH:7][C:6]([C:4]([O:3][CH2:1][CH3:2])=[O:5])=[C:11]([CH3:12])[N:10]=2)[CH2:16]1)=[O:19])(=[O:31])=[O:30])[C:22]1[CH:27]=[CH:26][CH:25]=[CH:24][CH:23]=1, predict the reactants needed to synthesize it. The reactants are: [CH2:1]([O:3][C:4]([C:6]1[CH:7]=[C:8]([O:20][CH3:21])[C:9]([N:13]2[CH2:16][CH:15]([C:17]([OH:19])=O)[CH2:14]2)=[N:10][C:11]=1[CH3:12])=[O:5])[CH3:2].[C:22]1([CH2:28][S:29]([NH2:32])(=[O:31])=[O:30])[CH:27]=[CH:26][CH:25]=[CH:24][CH:23]=1.CCN=C=NCCCN(C)C.C1C=CC2N(O)N=NC=2C=1.O.CCN(C(C)C)C(C)C. (4) Given the product [C:1]([O:5][C:6](=[O:26])[NH:7][C:8]1[CH2:9][O:10][CH2:11][C:12]([C:17]2[CH:22]=[CH:21][CH:20]=[C:19]([NH2:23])[CH:18]=2)([CH:14]([F:16])[F:15])[N:13]=1)([CH3:4])([CH3:2])[CH3:3], predict the reactants needed to synthesize it. The reactants are: [C:1]([O:5][C:6](=[O:26])[NH:7][C:8]1[CH2:9][O:10][CH2:11][C:12]([C:17]2[CH:22]=[CH:21][CH:20]=[C:19]([N:23]=[N+]=[N-])[CH:18]=2)([CH:14]([F:16])[F:15])[N:13]=1)([CH3:4])([CH3:3])[CH3:2]. (5) Given the product [Si:14]([O:31][CH2:32][C@@H:33]([N:36]1[C@H:41]([C:42]2[CH:43]=[CH:44][C:45]([Cl:48])=[CH:46][CH:47]=2)[C@@H:40]([C:49]2[CH:54]=[CH:53][CH:52]=[C:51]([Cl:55])[CH:50]=2)[CH2:39][C@@:38](/[CH:58]=[CH:7]/[C:5]([O:4][CH3:3])=[O:6])([CH3:56])[C:37]1=[O:59])[CH2:34][CH3:35])([C:27]([CH3:30])([CH3:29])[CH3:28])([C:15]1[CH:20]=[CH:19][CH:18]=[CH:17][CH:16]=1)[C:21]1[CH:26]=[CH:25][CH:24]=[CH:23][CH:22]=1, predict the reactants needed to synthesize it. The reactants are: [H-].[Na+].[CH3:3][O:4][C:5]([CH2:7]P(OC)(OC)=O)=[O:6].[Si:14]([O:31][CH2:32][C@@H:33]([N:36]1[C@H:41]([C:42]2[CH:47]=[CH:46][C:45]([Cl:48])=[CH:44][CH:43]=2)[C@@H:40]([C:49]2[CH:54]=[CH:53][CH:52]=[C:51]([Cl:55])[CH:50]=2)[CH2:39][C@:38]([CH3:58])([CH:56]=O)[C:37]1=[O:59])[CH2:34][CH3:35])([C:27]([CH3:30])([CH3:29])[CH3:28])([C:21]1[CH:26]=[CH:25][CH:24]=[CH:23][CH:22]=1)[C:15]1[CH:20]=[CH:19][CH:18]=[CH:17][CH:16]=1. (6) Given the product [C:25]([C:7]1([CH:10]([C:18]([O:20][C:21]([CH3:23])([CH3:22])[CH3:24])=[O:19])[C:11]([O:13][C:14]([CH3:17])([CH3:15])[CH3:16])=[O:12])[CH2:6][CH:5]2[CH:8]1[CH:9]=[C:3]([CH2:1][CH3:2])[CH2:4]2)#[N:26], predict the reactants needed to synthesize it. The reactants are: [CH2:1]([C:3]1[CH2:4][CH:5]2[CH:8]([CH:9]=1)[C:7](=[C:10]([C:18]([O:20][C:21]([CH3:24])([CH3:23])[CH3:22])=[O:19])[C:11]([O:13][C:14]([CH3:17])([CH3:16])[CH3:15])=[O:12])[CH2:6]2)[CH3:2].[C-:25]#[N:26].[Na+]. (7) Given the product [CH2:1]([N:3]([CH:27]1[CH2:32][CH2:31][O:30][CH2:29][CH2:28]1)[C:4]1[C:5]([CH3:26])=[C:6]([C:23]([NH:43][CH2:42][C:36]2[C:37]([CH3:41])=[N:38][N:39]([CH3:40])[C:35]=2[O:34][CH3:33])=[O:25])[CH:7]=[C:8]([C:10]2[CH:15]=[CH:14][C:13]([CH2:16][N:17]3[CH2:18][CH2:19][O:20][CH2:21][CH2:22]3)=[CH:12][CH:11]=2)[CH:9]=1)[CH3:2], predict the reactants needed to synthesize it. The reactants are: [CH2:1]([N:3]([CH:27]1[CH2:32][CH2:31][O:30][CH2:29][CH2:28]1)[C:4]1[C:5]([CH3:26])=[C:6]([C:23]([OH:25])=O)[CH:7]=[C:8]([C:10]2[CH:15]=[CH:14][C:13]([CH2:16][N:17]3[CH2:22][CH2:21][O:20][CH2:19][CH2:18]3)=[CH:12][CH:11]=2)[CH:9]=1)[CH3:2].[CH3:33][O:34][C:35]1[N:39]([CH3:40])[N:38]=[C:37]([CH3:41])[C:36]=1[CH2:42][NH2:43].C(N(CC)CC)C.C1CN([P+](ON2N=NC3C=CC=CC2=3)(N2CCCC2)N2CCCC2)CC1.F[P-](F)(F)(F)(F)F. (8) Given the product [C:24]([O:14][C:9]1[C:8]([O:15][CH3:16])=[CH:7][C:6]([C:2]2[O:1][CH:5]=[CH:4][CH:3]=2)=[CH:11][C:10]=1[O:12][CH3:13])(=[O:31])[C:25]1[CH:30]=[CH:29][CH:28]=[CH:27][CH:26]=1, predict the reactants needed to synthesize it. The reactants are: [O:1]1[CH:5]=[CH:4][CH:3]=[C:2]1[C:6]1[CH:11]=[C:10]([O:12][CH3:13])[C:9]([OH:14])=[C:8]([O:15][CH3:16])[CH:7]=1.CCN(CC)CC.[C:24](Cl)(=[O:31])[C:25]1[CH:30]=[CH:29][CH:28]=[CH:27][CH:26]=1.C([O-])(O)=O.[Na+]. (9) Given the product [I:1][C:2]1[C:7]([N:8]([CH3:23])[C:12](=[O:13])[C:11]([F:22])([F:21])[F:10])=[C:6]([I:9])[N:5]=[CH:4][N:3]=1, predict the reactants needed to synthesize it. The reactants are: [I:1][C:2]1[C:7]([NH2:8])=[C:6]([I:9])[N:5]=[CH:4][N:3]=1.[F:10][C:11]([F:22])([F:21])[C:12](O[C:12](=[O:13])[C:11]([F:22])([F:21])[F:10])=[O:13].[C:23](=O)([O-])[O-].[K+].[K+].IC. (10) Given the product [N:17]1[CH:18]=[CH:19][CH:20]=[CH:21][C:16]=1[CH2:15][O:14][C:12]1[N:11]=[C:10]2[CH2:22][CH2:23][CH2:24][C:9]2=[C:8]([C:6]2[N:7]=[C:2]([C:28]#[N:29])[CH:3]=[N:4][CH:5]=2)[CH:13]=1, predict the reactants needed to synthesize it. The reactants are: Cl[C:2]1[N:7]=[C:6]([C:8]2[CH:13]=[C:12]([O:14][CH2:15][C:16]3[CH:21]=[CH:20][CH:19]=[CH:18][N:17]=3)[N:11]=[C:10]3[CH2:22][CH2:23][CH2:24][C:9]=23)[CH:5]=[N:4][CH:3]=1.C(Cl)Cl.[CH3:28][N:29](C=O)C.O.